Task: Predict the product of the given reaction.. Dataset: Forward reaction prediction with 1.9M reactions from USPTO patents (1976-2016) (1) Given the reactants N[C:2]1[CH:10]=[CH:9][C:5]([C:6]([OH:8])=[O:7])=[CH:4][C:3]=1[N+:11]([O-:13])=[O:12].Cl.N([O-])=O.[Na+].[I-:19].[K+], predict the reaction product. The product is: [I:19][C:2]1[CH:10]=[CH:9][C:5]([C:6]([OH:8])=[O:7])=[CH:4][C:3]=1[N+:11]([O-:13])=[O:12]. (2) Given the reactants [S:1]1[CH:5]=[CH:4][CH:3]=[C:2]1[CH:6]=O.[CH3:8][O:9][CH2:10][CH2:11][NH2:12].[C:13]1(=[O:24])[O:19][C:17](=O)[C:16]2=[CH:20][CH:21]=[CH:22][CH:23]=[C:15]2[CH2:14]1.[O:25]1[CH:29]=[CH:28][CH:27]=[C:26]1[C:30]1[NH:34][N:33]=[C:32]([NH2:35])[CH:31]=1, predict the reaction product. The product is: [O:25]1[CH:29]=[CH:28][CH:27]=[C:26]1[C:30]1[NH:34][N:33]=[C:32]([NH:35][C:13]([CH:14]2[C:15]3[C:16](=[CH:20][CH:21]=[CH:22][CH:23]=3)[C:17](=[O:19])[N:12]([CH2:11][CH2:10][O:9][CH3:8])[CH:6]2[C:2]2[S:1][CH:5]=[CH:4][CH:3]=2)=[O:24])[CH:31]=1. (3) Given the reactants [C:1]1([C:7]2[N:11]3[CH2:12][S:13][CH2:14][C:10]3=[CH:9][C:8]=2[C:15]([OH:17])=O)[CH:6]=[CH:5][CH:4]=[CH:3][CH:2]=1.Cl.[C:19]([C:21]1[CH:22]=[C:23]([N:27]2[CH2:32][CH2:31][NH:30][CH2:29][CH2:28]2)[CH:24]=[CH:25][CH:26]=1)#[N:20].Cl.CN(C)CCCN=C=NCC.O.ON1C2C=CC=CC=2N=N1, predict the reaction product. The product is: [C:19]([C:21]1[CH:22]=[C:23]([N:27]2[CH2:32][CH2:31][N:30]([C:15]([C:8]3[CH:9]=[C:10]4[CH2:14][S:13][CH2:12][N:11]4[C:7]=3[C:1]3[CH:2]=[CH:3][CH:4]=[CH:5][CH:6]=3)=[O:17])[CH2:29][CH2:28]2)[CH:24]=[CH:25][CH:26]=1)#[N:20]. (4) Given the reactants [H-].[Al+3].[Li+].[H-].[H-].[H-].C(O[C:12]([NH:14][C:15]1[CH:23]=[CH:22][C:18]([C:19](O)=[O:20])=[C:17]([Cl:24])[CH:16]=1)=O)(C)(C)C, predict the reaction product. The product is: [Cl:24][C:17]1[CH:16]=[C:15]([NH:14][CH3:12])[CH:23]=[CH:22][C:18]=1[CH2:19][OH:20]. (5) The product is: [Cl:35][C:10]1[CH:11]=[C:12]([CH:29]=[C:30]([C:31]([F:34])([F:33])[F:32])[C:9]=1[CH2:8][N:4]1[CH2:5][CH2:6][CH2:7][C@H:2]([NH:1][CH:36]2[CH2:39][CH2:38][CH2:37]2)[CH2:3]1)[C:13]([NH:15][CH2:16][C:17]1[CH:22]=[C:21]([Cl:23])[CH:20]=[CH:19][C:18]=1[S:24]([CH2:27][CH3:28])(=[O:26])=[O:25])=[O:14]. Given the reactants [NH2:1][C@H:2]1[CH2:7][CH2:6][CH2:5][N:4]([CH2:8][C:9]2[C:30]([C:31]([F:34])([F:33])[F:32])=[CH:29][C:12]([C:13]([NH:15][CH2:16][C:17]3[CH:22]=[C:21]([Cl:23])[CH:20]=[CH:19][C:18]=3[S:24]([CH2:27][CH3:28])(=[O:26])=[O:25])=[O:14])=[CH:11][C:10]=2[Cl:35])[CH2:3]1.[C:36]1(=O)[CH2:39][CH2:38][CH2:37]1, predict the reaction product.